From a dataset of Forward reaction prediction with 1.9M reactions from USPTO patents (1976-2016). Predict the product of the given reaction. (1) Given the reactants [CH3:1][O:2][C:3]1[CH:8]=[CH:7][C:6](O)=[CH:5][CH:4]=1.[F:10][C:11]1[CH:16]=[CH:15][C:14]([CH:17]([OH:40])[CH2:18][CH2:19][CH2:20][CH2:21][N:22]2[CH2:27][CH2:26][CH:25]([C:28]3[CH:29]=[C:30]([NH:34][C:35](=[O:39])[CH:36]([CH3:38])[CH3:37])[CH:31]=[CH:32][CH:33]=3)[CH2:24][CH2:23]2)=[CH:13][CH:12]=1, predict the reaction product. The product is: [F:10][C:11]1[CH:12]=[CH:13][C:14]([CH:17]([O:40][C:6]2[CH:7]=[CH:8][C:3]([O:2][CH3:1])=[CH:4][CH:5]=2)[CH2:18][CH2:19][CH2:20][CH2:21][N:22]2[CH2:27][CH2:26][CH:25]([C:28]3[CH:29]=[C:30]([NH:34][C:35](=[O:39])[CH:36]([CH3:37])[CH3:38])[CH:31]=[CH:32][CH:33]=3)[CH2:24][CH2:23]2)=[CH:15][CH:16]=1. (2) Given the reactants [CH2:1]([NH:8][CH2:9][C@@H:10]1[O:23][C:14]2=[C:15]3[C:19](=[CH:20][CH:21]=[C:13]2[O:12][CH2:11]1)[NH:18][C:17](=[O:22])[CH2:16]3)[C:2]1[CH:7]=[CH:6][CH:5]=[CH:4][CH:3]=1.[C:24]([OH:31])(=[O:30])/[CH:25]=[CH:26]/[C:27]([OH:29])=[O:28], predict the reaction product. The product is: [C:24]([OH:31])(=[O:30])/[CH:25]=[CH:26]/[C:27]([OH:29])=[O:28].[CH2:1]([NH:8][CH2:9][C@@H:10]1[O:23][C:14]2=[C:15]3[C:19](=[CH:20][CH:21]=[C:13]2[O:12][CH2:11]1)[NH:18][C:17](=[O:22])[CH2:16]3)[C:2]1[CH:3]=[CH:4][CH:5]=[CH:6][CH:7]=1.